Dataset: Catalyst prediction with 721,799 reactions and 888 catalyst types from USPTO. Task: Predict which catalyst facilitates the given reaction. (1) Reactant: O[CH2:2][C:3]1[C:12]2[C:7](=[CH:8][CH:9]=[CH:10][CH:11]=2)[N:6]=[CH:5][C:4]=1O.S(Cl)([Cl:16])=O.[C:18]([O-:21])(O)=O.[Na+]. Product: [Cl:16][CH2:2][C:3]1[C:12]2[C:7](=[CH:8][CH:9]=[CH:10][CH:11]=2)[N:6]=[CH:5][C:4]=1[O:21][CH3:18]. The catalyst class is: 2. (2) Reactant: [Cl:1][C:2]1[CH:7]=[CH:6][CH:5]=[C:4]([F:8])[C:3]=1[C:9]1[S:17][C:12]2=[N:13][N:14]=[C:15]([SH:16])[N:11]2[C:10]=1[C:18]1[CH:23]=[CH:22][C:21]([F:24])=[CH:20][CH:19]=1.CS(O[CH2:30][C:31]1[CH:36]=[CH:35][C:34]([O:37][CH3:38])=[C:33]([O:39][CH3:40])[CH:32]=1)(=O)=O.CCN(CC)CC. Product: [Cl:1][C:2]1[CH:7]=[CH:6][CH:5]=[C:4]([F:8])[C:3]=1[C:9]1[S:17][C:12]2=[N:13][N:14]=[C:15]([S:16][CH2:30][C:31]3[CH:36]=[CH:35][C:34]([O:37][CH3:38])=[C:33]([O:39][CH3:40])[CH:32]=3)[N:11]2[C:10]=1[C:18]1[CH:23]=[CH:22][C:21]([F:24])=[CH:20][CH:19]=1. The catalyst class is: 4.